Dataset: Catalyst prediction with 721,799 reactions and 888 catalyst types from USPTO. Task: Predict which catalyst facilitates the given reaction. Reactant: [Br:1][C:2]1[CH:14]=[CH:13][C:12]2[C:11]3[C:6](=[CH:7][CH:8]=[CH:9][CH:10]=3)[C:5]([CH3:16])([CH3:15])[C:4]=2[CH:3]=1.[Br:17][C:18]1[CH:19]=[C:20]2[C:24](=[CH:25][CH:26]=1)[C:23](=[O:27])[O:22][C:21]2=[O:28].ClCCl.[Cl-].[Al+3].[Cl-].[Cl-]. Product: [Br:17][C:18]1[CH:26]=[CH:25][C:24]([C:23]([C:8]2[CH:9]=[CH:10][C:11]3[C:12]4[C:4](=[CH:3][C:2]([Br:1])=[CH:14][CH:13]=4)[C:5]([CH3:16])([CH3:15])[C:6]=3[CH:7]=2)=[O:27])=[C:20]([CH:19]=1)[C:21]([OH:28])=[O:22]. The catalyst class is: 6.